Dataset: Reaction yield outcomes from USPTO patents with 853,638 reactions. Task: Predict the reaction yield, written as a fraction of the theoretical maximum amount of product (1.0 means a 100% yield; for example, 0.34 means a 34% yield). (1) The reactants are [NH2:1][NH2:2].Cl[C:4]1[CH:9]=[C:8]([O:10][CH2:11][CH2:12][O:13][CH3:14])[CH:7]=[CH:6][N:5]=1. The catalyst is N1C=CC=CC=1. The product is [NH:1]([C:4]1[CH:9]=[C:8]([O:10][CH2:11][CH2:12][O:13][CH3:14])[CH:7]=[CH:6][N:5]=1)[NH2:2]. The yield is 0.330. (2) The reactants are [OH:1][C:2]1[CH:9]=[C:8]([N+:10]([O-:12])=[O:11])[CH:7]=[CH:6][C:3]=1[CH:4]=[O:5].C(=O)([O-])[O-].[K+].[K+].Br[CH2:20][CH2:21][O:22][Si:23]([C:26]([CH3:29])([CH3:28])[CH3:27])([CH3:25])[CH3:24].CN(C=O)C. The catalyst is CC#N.O. The product is [O:22]([CH2:21][CH2:20][O:1][C:2]1[CH:9]=[C:8]([N+:10]([O-:12])=[O:11])[CH:7]=[CH:6][C:3]=1[CH:4]=[O:5])[Si:23]([C:26]([CH3:29])([CH3:28])[CH3:27])([CH3:25])[CH3:24]. The yield is 0.640.